From a dataset of Reaction yield outcomes from USPTO patents with 853,638 reactions. Predict the reaction yield, written as a fraction of the theoretical maximum amount of product (1.0 means a 100% yield; for example, 0.34 means a 34% yield). The reactants are Cl.[Br:2][C:3]1[CH:4]=[C:5]([CH2:9][NH2:10])[CH:6]=[CH:7][CH:8]=1.C[O-].[Na+].[CH2:14]([O:16][CH:17]([O:22][CH2:23][CH3:24])[C:18](=[NH:21])OC)[CH3:15]. The catalyst is CO. The product is [Br:2][C:3]1[CH:4]=[C:5]([CH:6]=[CH:7][CH:8]=1)[CH2:9][NH:10][C:18](=[NH:21])[CH:17]([O:22][CH2:23][CH3:24])[O:16][CH2:14][CH3:15]. The yield is 0.510.